Dataset: Forward reaction prediction with 1.9M reactions from USPTO patents (1976-2016). Task: Predict the product of the given reaction. (1) Given the reactants [CH3:1][O:2][C:3](=[O:16])[C:4]1[CH:9]=[CH:8][C:7]([NH:10][CH2:11][CH2:12][C:13]#[N:14])=[C:6]([NH2:15])[CH:5]=1.[CH:17](O)=O, predict the reaction product. The product is: [CH3:1][O:2][C:3]([C:4]1[CH:9]=[CH:8][C:7]2[N:10]([CH2:11][CH2:12][C:13]#[N:14])[CH:17]=[N:15][C:6]=2[CH:5]=1)=[O:16]. (2) The product is: [Br:2][C:3]1[C:8]([CH3:9])=[CH:7][C:6]([NH2:10])=[CH:5][C:4]=1[CH3:13]. Given the reactants Cl.[Br:2][C:3]1[C:8]([CH3:9])=[CH:7][C:6]([N+:10]([O-])=O)=[CH:5][C:4]=1[CH3:13], predict the reaction product. (3) Given the reactants Br[CH2:2][CH2:3][O:4][CH2:5][C:6]1[CH:11]=[CH:10][CH:9]=[CH:8][CH:7]=1.[F:12][C:13]1[CH:14]=[C:15]([N:19]2[CH2:23][CH2:22][N:21]([C:24]3[CH:29]=[CH:28][C:27]([O:30][CH3:31])=[C:26]([OH:32])[CH:25]=3)[C:20]2=[O:33])[CH:16]=[CH:17][CH:18]=1.C(=O)([O-])[O-].[K+].[K+].[I-].[Na+], predict the reaction product. The product is: [CH2:5]([O:4][CH2:3][CH2:2][O:32][C:26]1[CH:25]=[C:24]([N:21]2[CH2:22][CH2:23][N:19]([C:15]3[CH:16]=[CH:17][CH:18]=[C:13]([F:12])[CH:14]=3)[C:20]2=[O:33])[CH:29]=[CH:28][C:27]=1[O:30][CH3:31])[C:6]1[CH:11]=[CH:10][CH:9]=[CH:8][CH:7]=1.